From a dataset of Forward reaction prediction with 1.9M reactions from USPTO patents (1976-2016). Predict the product of the given reaction. (1) Given the reactants O1CCCC1.[H-].[Na+].[CH2:8]([OH:15])[C:9]1[CH:14]=[CH:13][CH:12]=[CH:11][CH:10]=1.F[C:17]1[CH:18]=[C:19]([CH:56]=[C:57]([C:59]([F:62])([F:61])[F:60])[CH:58]=1)[CH2:20][N:21]([CH2:34][C:35]1[CH:40]=[C:39]([C:41]([F:44])([F:43])[F:42])[CH:38]=[CH:37][C:36]=1[C:45]1[CH:50]=[C:49]([CH:51]([CH3:53])[CH3:52])[CH:48]=[CH:47][C:46]=1[O:54][CH3:55])[C:22]1[N:27]=[CH:26][C:25]([N:28]2[CH2:33][CH2:32][O:31][CH2:30][CH2:29]2)=[CH:24][N:23]=1, predict the reaction product. The product is: [CH2:8]([O:15][C:17]1[CH:18]=[C:19]([CH:56]=[C:57]([C:59]([F:62])([F:60])[F:61])[CH:58]=1)[CH2:20][N:21]([CH2:34][C:35]1[CH:40]=[C:39]([C:41]([F:42])([F:43])[F:44])[CH:38]=[CH:37][C:36]=1[C:45]1[CH:50]=[C:49]([CH:51]([CH3:53])[CH3:52])[CH:48]=[CH:47][C:46]=1[O:54][CH3:55])[C:22]1[N:27]=[CH:26][C:25]([N:28]2[CH2:29][CH2:30][O:31][CH2:32][CH2:33]2)=[CH:24][N:23]=1)[C:9]1[CH:14]=[CH:13][CH:12]=[CH:11][CH:10]=1. (2) Given the reactants [Cl:1][C:2]1[N:10]([C:11]2[CH:16]=[CH:15][CH:14]=[CH:13][C:12]=2[Cl:17])[C:9]2[C:8](=[O:18])[NH:7][CH:6]=[N:5][C:4]=2[C:3]=1[C:19]#[N:20].C(=O)([O-])[O-].[K+].[K+].Br[CH2:28][C:29]([C:31]1[CH:36]=[CH:35][CH:34]=[C:33]([O:37][CH3:38])[CH:32]=1)=[O:30], predict the reaction product. The product is: [Cl:1][C:2]1[N:10]([C:11]2[CH:16]=[CH:15][CH:14]=[CH:13][C:12]=2[Cl:17])[C:9]2[C:8](=[O:18])[N:7]([CH2:28][C:29]([C:31]3[CH:36]=[CH:35][CH:34]=[C:33]([O:37][CH3:38])[CH:32]=3)=[O:30])[CH:6]=[N:5][C:4]=2[C:3]=1[C:19]#[N:20]. (3) Given the reactants Cl.[NH:2]1[CH2:6][CH2:5][C@@H:4]([NH:7][C:8]([C:10]2[C:14]3[N:15]=[CH:16][N:17]=[C:18]([C:19]4[C:27]5[O:26][CH2:25][O:24][C:23]=5[CH:22]=[CH:21][C:20]=4[O:28][CH2:29][CH:30]4[CH2:32][CH2:31]4)[C:13]=3[NH:12][CH:11]=2)=[O:9])[CH2:3]1.[C:33](Cl)(=[O:35])[CH3:34], predict the reaction product. The product is: [C:33]([N:2]1[CH2:6][CH2:5][C@@H:4]([NH:7][C:8]([C:10]2[C:14]3[N:15]=[CH:16][N:17]=[C:18]([C:19]4[C:27]5[O:26][CH2:25][O:24][C:23]=5[CH:22]=[CH:21][C:20]=4[O:28][CH2:29][CH:30]4[CH2:32][CH2:31]4)[C:13]=3[NH:12][CH:11]=2)=[O:9])[CH2:3]1)(=[O:35])[CH3:34]. (4) Given the reactants [NH2:1][C:2]1[CH:3]=[C:4]([CH:7]=[CH:8][C:9]=1[NH2:10])[C:5]#[N:6].O=C1[N:16](P(Cl)(N2CCOC2=O)=O)[CH2:15][CH2:14]O1.C(NCC(O)=O)(OCC1C=CC=CC=1)=O.C(N(CC)C(C)C)(C)C, predict the reaction product. The product is: [NH2:16][CH2:15][C:14]1[NH:10][C:9]2[CH:8]=[CH:7][C:4]([C:5]#[N:6])=[CH:3][C:2]=2[N:1]=1. (5) Given the reactants C(N1[CH2:13][CH2:12][N:11]([C:14]2[N:19]=[CH:18][C:17]([NH:20][C:21]([C:23]3[O:27][C:26]([C:28]4[CH:33]=[CH:32][CH:31]=[CH:30][CH:29]=4)=[N:25][C:24]=3[C:34]([F:37])([F:36])[F:35])=[O:22])=[CH:16][CH:15]=2)CC1=O)C1C=CC=CC=1.[C:39]1([C:45]2[O:46][C:47](C(O)=O)=[C:48]([C:50](F)(F)F)N=2)[CH:44]=[CH:43][CH:42]=[CH:41][CH:40]=1.C(OC1CCN(C2N=CC(N)=CC=2)CC1)C1C=CC=CC=1, predict the reaction product. The product is: [CH2:45]([O:46][CH:47]1[CH2:13][CH2:12][N:11]([C:14]2[N:19]=[CH:18][C:17]([NH:20][C:21]([C:23]3[O:27][C:26]([C:28]4[CH:33]=[CH:32][CH:31]=[CH:30][CH:29]=4)=[N:25][C:24]=3[C:34]([F:37])([F:35])[F:36])=[O:22])=[CH:16][CH:15]=2)[CH2:50][CH2:48]1)[C:39]1[CH:44]=[CH:43][CH:42]=[CH:41][CH:40]=1. (6) Given the reactants [Cl:1][C:2]1[CH:3]=[CH:4][C:5]([O:15][CH3:16])=[C:6]([C:8](O)([CH3:13])[C:9]([F:12])([F:11])[F:10])[CH:7]=1.S(Cl)([Cl:19])=O.N1C=CC=CC=1.C(=O)(O)[O-].[Na+], predict the reaction product. The product is: [Cl:1][C:2]1[CH:3]=[CH:4][C:5]([O:15][CH3:16])=[C:6]([C:8]([Cl:19])([CH3:13])[C:9]([F:12])([F:11])[F:10])[CH:7]=1.